From a dataset of Full USPTO retrosynthesis dataset with 1.9M reactions from patents (1976-2016). Predict the reactants needed to synthesize the given product. (1) Given the product [F:19][C:16]([F:17])([F:18])[CH:15]([C:20]1[CH:21]=[N:22][CH:23]=[CH:24][CH:25]=1)[O:14][C:5]1[C:4]([NH2:1])=[CH:13][C:12]2[C:7](=[CH:8][CH:9]=[CH:10][CH:11]=2)[N:6]=1, predict the reactants needed to synthesize it. The reactants are: [N+:1]([C:4]1[C:5]([O:14][CH:15]([C:20]2[CH:21]=[N:22][CH:23]=[CH:24][CH:25]=2)[C:16]([F:19])([F:18])[F:17])=[N:6][C:7]2[C:12]([CH:13]=1)=[CH:11][CH:10]=[CH:9][CH:8]=2)([O-])=O.O.O.[Sn](Cl)(Cl)(Cl)Cl.C(=O)(O)[O-].[Na+]. (2) Given the product [CH2:1]([C:3]1[CH:4]=[C:5]2[C:9](=[CH:10][CH:11]=1)[N:8]([CH2:12][C:13]([O:15][CH3:16])=[O:14])[C:7]([C:17]([OH:19])=[O:18])=[CH:6]2)[CH3:2], predict the reactants needed to synthesize it. The reactants are: [CH2:1]([C:3]1[CH:4]=[C:5]2[C:9](=[CH:10][CH:11]=1)[N:8]([CH2:12][C:13]([O:15][CH3:16])=[O:14])[C:7]([C:17]([O:19]CC1C=CC=CC=1)=[O:18])=[CH:6]2)[CH3:2].C1CCCCC=1. (3) Given the product [C:1]([C:4]1[CH:31]=[CH:30][C:7]([C:8]([N:10]2[CH2:16][C@H:15]([NH:17][C:18](=[O:24])[O:19][C:20]([CH3:23])([CH3:22])[CH3:21])[C:14](=[O:25])[N:13]([CH2:33][C:34]3[C:43]4[C:38](=[CH:39][CH:40]=[CH:41][CH:42]=4)[CH:37]=[CH:36][C:35]=3[CH3:44])[C:12]3[CH:26]=[CH:27][CH:28]=[CH:29][C:11]2=3)=[O:9])=[CH:6][CH:5]=1)(=[O:3])[CH3:2], predict the reactants needed to synthesize it. The reactants are: [C:1]([C:4]1[CH:31]=[CH:30][C:7]([C:8]([N:10]2[CH2:16][C@H:15]([NH:17][C:18](=[O:24])[O:19][C:20]([CH3:23])([CH3:22])[CH3:21])[C:14](=[O:25])[NH:13][C:12]3[CH:26]=[CH:27][CH:28]=[CH:29][C:11]2=3)=[O:9])=[CH:6][CH:5]=1)(=[O:3])[CH3:2].Cl[CH2:33][C:34]1[C:43]2[C:38](=[CH:39][CH:40]=[CH:41][CH:42]=2)[CH:37]=[CH:36][C:35]=1[CH3:44].C([O-])([O-])=O.[Cs+].[Cs+].[Na+].[I-]. (4) Given the product [CH:19]([N:9]1[CH:10]=[C:11]([C:12]2[CH:17]=[CH:16][N:15]=[CH:14][CH:13]=2)[C:7]([C:5]2[S:6][C:2]([F:1])=[CH:3][CH:4]=2)=[N:8]1)([CH3:21])[CH3:20].[CH:19]([N:8]1[C:7]([C:5]2[S:6][C:2]([F:1])=[CH:3][CH:4]=2)=[C:11]([C:12]2[CH:17]=[CH:16][N:15]=[CH:14][CH:13]=2)[CH:10]=[N:9]1)([CH3:21])[CH3:20], predict the reactants needed to synthesize it. The reactants are: [F:1][C:2]1[S:6][C:5]([C:7]2[C:11]([C:12]3[CH:17]=[CH:16][N:15]=[CH:14][CH:13]=3)=[CH:10][NH:9][N:8]=2)=[CH:4][CH:3]=1.I[CH:19]([CH3:21])[CH3:20].C(=O)([O-])[O-].[Cs+].[Cs+].